From a dataset of Full USPTO retrosynthesis dataset with 1.9M reactions from patents (1976-2016). Predict the reactants needed to synthesize the given product. (1) The reactants are: [Br-:1].[CH2:2]([N+:11]1[CH:16]=[CH:15][CH:14]=[CH:13][CH:12]=1)[C:3]([C:5]1[CH:10]=[CH:9][CH:8]=[CH:7][CH:6]=1)=O.[C:17]([O-])(=O)[CH3:18].[NH4+].[C:22]1(C)[CH:27]=[CH:26][CH:25]=[CH:24][CH:23]=1.O.[C:30](O)(=O)[CH3:31]. Given the product [Br:1][C:8]1[CH:7]=[CH:6][C:5]([C:3]2[C:2]([C:22]3[CH:23]=[CH:24][CH:25]=[CH:26][CH:27]=3)=[N:11][C:16]([C:15]3[CH:14]=[CH:13][CH:12]=[CH:18][CH:17]=3)=[CH:30][CH:31]=2)=[CH:10][CH:9]=1, predict the reactants needed to synthesize it. (2) Given the product [OH:1][C:2]1[CH:3]=[C:4]2[C:8](=[CH:9][CH:10]=1)[NH:7][C:6]([C:11]([N:36]1[CH2:41][CH2:40][O:39][CH2:38][CH2:37]1)=[O:13])=[CH:5]2, predict the reactants needed to synthesize it. The reactants are: [OH:1][C:2]1[CH:3]=[C:4]2[C:8](=[CH:9][CH:10]=1)[NH:7][C:6]([C:11]([OH:13])=O)=[CH:5]2.F[B-](F)(F)F.N1(OC(N(C)C)=[N+](C)C)C2C=CC=CC=2N=N1.[NH:36]1[CH2:41][CH2:40][O:39][CH2:38][CH2:37]1.C(N(C(C)C)C(C)C)C. (3) Given the product [C:18]([C:13]1[CH:14]=[CH:15][CH:16]=[CH:17][C:12]=1[O:11][C@H:8]1[CH2:9][CH2:10][C@H:5]([C:3]([NH:21][NH2:22])=[O:2])[CH2:6][CH2:7]1)#[N:19], predict the reactants needed to synthesize it. The reactants are: C[O:2][C:3]([C@H:5]1[CH2:10][CH2:9][C@H:8]([O:11][C:12]2[CH:17]=[CH:16][CH:15]=[CH:14][C:13]=2[C:18]#[N:19])[CH2:7][CH2:6]1)=O.O.[NH2:21][NH2:22]. (4) Given the product [Cl:24][C:25]1[CH:26]=[C:27]([CH:28]=[CH:29][CH:30]=1)[CH2:31][S:32]([NH:35][C:21]([CH:19]1[CH2:20][N:17]([C:4]2[C:3]([C:1]#[N:2])=[CH:8][C:7]([C:9]([O:11][CH2:12][CH3:13])=[O:10])=[C:6]([CH:14]([F:15])[F:16])[N:5]=2)[CH2:18]1)=[O:22])(=[O:33])=[O:34], predict the reactants needed to synthesize it. The reactants are: [C:1]([C:3]1[C:4]([N:17]2[CH2:20][CH:19]([C:21](O)=[O:22])[CH2:18]2)=[N:5][C:6]([CH:14]([F:16])[F:15])=[C:7]([C:9]([O:11][CH2:12][CH3:13])=[O:10])[CH:8]=1)#[N:2].[Cl:24][C:25]1[CH:26]=[C:27]([CH2:31][S:32]([NH2:35])(=[O:34])=[O:33])[CH:28]=[CH:29][CH:30]=1.